This data is from CYP1A2 inhibition data for predicting drug metabolism from PubChem BioAssay. The task is: Regression/Classification. Given a drug SMILES string, predict its absorption, distribution, metabolism, or excretion properties. Task type varies by dataset: regression for continuous measurements (e.g., permeability, clearance, half-life) or binary classification for categorical outcomes (e.g., BBB penetration, CYP inhibition). Dataset: cyp1a2_veith. (1) The result is 1 (inhibitor). The drug is Fc1cc(Br)ccc1NC(=S)NCCc1ccccc1. (2) The molecule is COc1cccc(-c2cncnc2NCc2ccccc2OC)c1. The result is 1 (inhibitor). (3) The drug is FC(F)(F)c1nc2ccccc2nc1N/N=C/c1ccc(Cl)cc1. The result is 1 (inhibitor). (4) The drug is CC(C)=NO[C@@H](C)c1cn([C@@H]2COC[C@@H]2O)nn1. The result is 0 (non-inhibitor).